Dataset: Reaction yield outcomes from USPTO patents with 853,638 reactions. Task: Predict the reaction yield, written as a fraction of the theoretical maximum amount of product (1.0 means a 100% yield; for example, 0.34 means a 34% yield). (1) The reactants are [CH3:1][C:2]1[C:3]([N+:12]([O-:14])=[O:13])=[C:4]([CH:9]=[CH:10][CH:11]=1)[C:5](OC)=O.[CH3:15][NH:16][CH2:17][CH2:18][NH2:19]. No catalyst specified. The product is [CH3:15][N:16]1[CH2:17][CH2:18][N:19]=[C:5]1[C:4]1[CH:9]=[CH:10][CH:11]=[C:2]([CH3:1])[C:3]=1[N+:12]([O-:14])=[O:13]. The yield is 0.750. (2) The reactants are O(CC)[C:2]([S-])=[S:3].[K+].[NH2:8][C:9]1[CH:14]=[C:13]([CH3:15])[CH:12]=[CH:11][C:10]=1[OH:16]. The catalyst is C(O)C. The product is [CH3:15][C:13]1[CH:12]=[CH:11][C:10]2[O:16][C:2]([SH:3])=[N:8][C:9]=2[CH:14]=1. The yield is 0.960.